Dataset: Forward reaction prediction with 1.9M reactions from USPTO patents (1976-2016). Task: Predict the product of the given reaction. Given the reactants Br[C:2]1[CH:7]=[CH:6][C:5]([CH:8]2[O:12][CH2:11][CH2:10][O:9]2)=[C:4]([O:13][CH2:14][O:15][CH3:16])[CH:3]=1.[Li]CCCC.[O:22]=[C:23]1[CH2:28][CH2:27][N:26]([C:29]([O:31][CH2:32][C:33]2[CH:38]=[CH:37][CH:36]=[CH:35][CH:34]=2)=[O:30])[CH2:25][CH2:24]1, predict the reaction product. The product is: [O:9]1[CH2:10][CH2:11][O:12][CH:8]1[C:5]1[CH:6]=[CH:7][C:2]([C:23]2([OH:22])[CH2:24][CH2:25][N:26]([C:29]([O:31][CH2:32][C:33]3[CH:38]=[CH:37][CH:36]=[CH:35][CH:34]=3)=[O:30])[CH2:27][CH2:28]2)=[CH:3][C:4]=1[O:13][CH2:14][O:15][CH3:16].